Dataset: NCI-60 drug combinations with 297,098 pairs across 59 cell lines. Task: Regression. Given two drug SMILES strings and cell line genomic features, predict the synergy score measuring deviation from expected non-interaction effect. Drug 1: CC1C(C(CC(O1)OC2CC(OC(C2O)C)OC3=CC4=CC5=C(C(=O)C(C(C5)C(C(=O)C(C(C)O)O)OC)OC6CC(C(C(O6)C)O)OC7CC(C(C(O7)C)O)OC8CC(C(C(O8)C)O)(C)O)C(=C4C(=C3C)O)O)O)O. Drug 2: CC1=C(C(=O)C2=C(C1=O)N3CC4C(C3(C2COC(=O)N)OC)N4)N. Cell line: 786-0. Synergy scores: CSS=40.2, Synergy_ZIP=-5.22, Synergy_Bliss=-0.150, Synergy_Loewe=-4.47, Synergy_HSA=0.672.